From a dataset of Retrosynthesis with 50K atom-mapped reactions and 10 reaction types from USPTO. Predict the reactants needed to synthesize the given product. The reactants are: CC(C)I.Nc1cccc2c1CCO2. Given the product CC(C)Nc1cccc2c1CCO2, predict the reactants needed to synthesize it.